From a dataset of Full USPTO retrosynthesis dataset with 1.9M reactions from patents (1976-2016). Predict the reactants needed to synthesize the given product. Given the product [Cl:1][C:2]1[CH:23]=[CH:22][C:5]([O:6][CH2:7][CH2:8][NH:9][C:10](=[O:21])[CH2:11][CH2:12][C:13]2[CH:18]=[CH:17][CH:16]=[CH:15][C:14]=2[OH:19])=[CH:4][CH:3]=1, predict the reactants needed to synthesize it. The reactants are: [Cl:1][C:2]1[CH:23]=[CH:22][C:5]([O:6][CH2:7][CH2:8][NH:9][C:10](=[O:21])[CH2:11][CH2:12][C:13]2[CH:18]=[CH:17][CH:16]=[CH:15][C:14]=2[O:19]C)=[CH:4][CH:3]=1.B(Br)(Br)Br.C(Cl)Cl.O.